This data is from Full USPTO retrosynthesis dataset with 1.9M reactions from patents (1976-2016). The task is: Predict the reactants needed to synthesize the given product. (1) Given the product [CH2:1]([O:3][C:4]([C:6]1[O:14][C:9]2=[C:16]([CH3:17])[N:11]=[CH:12][CH:13]=[C:8]2[C:7]=1[OH:15])=[O:5])[CH3:2], predict the reactants needed to synthesize it. The reactants are: [CH2:1]([O:3][C:4]([C:6]1[O:14][C:9]2N=[N:11][CH:12]=[CH:13][C:8]=2[C:7]=1[OH:15])=[O:5])[CH3:2].[CH2:16](OC(=O)C1C=CN=C(C)C=1Cl)[CH3:17]. (2) Given the product [CH3:18][N:19]([CH3:20])[C:2]1[CH:7]=[C:6]([N+:8]([O-:10])=[O:9])[CH:5]=[CH:4][C:3]=1[P:11]([CH3:16])(=[O:15])[O:12][CH2:13][CH3:14], predict the reactants needed to synthesize it. The reactants are: F[C:2]1[CH:7]=[C:6]([N+:8]([O-:10])=[O:9])[CH:5]=[CH:4][C:3]=1[P:11]([CH3:16])(=[O:15])[O:12][CH2:13][CH3:14].Cl.[CH3:18][NH:19][CH3:20].C(N(CC)CC)C. (3) The reactants are: [CH3:1][O:2][C:3]1[CH:4]=[CH:5][CH:6]=[C:7]2[C:12]=1[N:11]=[C:10]([C:13]1[N:17]3[CH:18]=[CH:19][C:20]([O:22][CH2:23][CH2:24][O:25][CH3:26])=[CH:21][C:16]3=[N:15][CH:14]=1)[CH:9]=[C:8]2[CH:27]=[O:28].[N+:29]([CH2:31]S(C1C=CC(C)=CC=1)(=O)=O)#[C-:30].C([O-])([O-])=O.[K+].[K+]. Given the product [CH3:1][O:2][C:3]1[CH:4]=[CH:5][CH:6]=[C:7]2[C:12]=1[N:11]=[C:10]([C:13]1[N:17]3[CH:18]=[CH:19][C:20]([O:22][CH2:23][CH2:24][O:25][CH3:26])=[CH:21][C:16]3=[N:15][CH:14]=1)[CH:9]=[C:8]2[C:27]1[O:28][CH:31]=[N:29][CH:30]=1, predict the reactants needed to synthesize it. (4) Given the product [CH2:1]([O:8][N:9]1[C:15](=[O:16])[N:14]2[CH2:17][C@H:10]1[CH2:11][CH2:12][C@H:13]2[C:18]([NH:21][O:22][CH2:23][CH:24]1[CH2:29][CH2:28][CH2:27][N:26]([C:30]([O:32][C:33]([CH3:36])([CH3:35])[CH3:34])=[O:31])[CH2:25]1)=[O:20])[C:2]1[CH:3]=[CH:4][CH:5]=[CH:6][CH:7]=1, predict the reactants needed to synthesize it. The reactants are: [CH2:1]([O:8][N:9]1[C:15](=[O:16])[N:14]2[CH2:17][C@H:10]1[CH2:11][CH2:12][C@H:13]2[C:18]([OH:20])=O)[C:2]1[CH:7]=[CH:6][CH:5]=[CH:4][CH:3]=1.[NH2:21][O:22][CH2:23][CH:24]1[CH2:29][CH2:28][CH2:27][N:26]([C:30]([O:32][C:33]([CH3:36])([CH3:35])[CH3:34])=[O:31])[CH2:25]1.ON1C2C=CC=CC=2N=N1.Cl.C(N=C=NCCCN(C)C)C. (5) Given the product [CH:1]1([C@@H:7]2[NH:12][C:11](=[O:13])[C@H:10]([CH2:14][CH:15]([CH3:17])[CH3:16])[N:9]([C:30]([C:27]3[CH:26]=[C:25]([C:22]4[CH:23]=[CH:24][C:19]([F:18])=[CH:20][CH:21]=4)[O:29][N:28]=3)=[O:31])[CH2:8]2)[CH2:2][CH2:3][CH2:4][CH2:5][CH2:6]1, predict the reactants needed to synthesize it. The reactants are: [CH:1]1([C@@H:7]2[NH:12][C:11](=[O:13])[C@H:10]([CH2:14][CH:15]([CH3:17])[CH3:16])[NH:9][CH2:8]2)[CH2:6][CH2:5][CH2:4][CH2:3][CH2:2]1.[F:18][C:19]1[CH:24]=[CH:23][C:22]([C:25]2[O:29][N:28]=[C:27]([C:30](O)=[O:31])[CH:26]=2)=[CH:21][CH:20]=1.C([C@@H]1N(C(=O)/C=C/C2C=CC=CC=2)C[C@H](CC(C)C)NC1=O)C(C)C. (6) Given the product [NH3:5].[Br:2][C:3]1[CH:8]=[C:7]([CH2:9][NH:11][CH2:12][CH2:13][OH:14])[CH:6]=[N:5][CH:4]=1, predict the reactants needed to synthesize it. The reactants are: Cl.[Br:2][C:3]1[CH:4]=[N:5][CH:6]=[C:7]([CH2:9]Cl)[CH:8]=1.[NH2:11][CH2:12][CH2:13][OH:14].C(=O)([O-])[O-].[K+].[K+].O. (7) Given the product [CH3:1][O:2][C:3](=[O:17])[CH:4]([C:6]1[CH:11]=[C:10]([C:12]([F:14])([F:15])[F:13])[CH:9]=[C:8]([F:16])[CH:7]=1)[O:5][C:25]1[CH:26]=[C:27]([Cl:29])[CH:28]=[CH:23][C:24]=1[C:30]([F:31])([F:32])[F:33], predict the reactants needed to synthesize it. The reactants are: [CH3:1][O:2][C:3](=[O:17])[CH:4]([C:6]1[CH:11]=[C:10]([C:12]([F:15])([F:14])[F:13])[CH:9]=[C:8]([F:16])[CH:7]=1)[OH:5].[H-].[Na+].[H][H].F[C:23]1[CH:28]=[C:27]([Cl:29])[CH:26]=[CH:25][C:24]=1[C:30]([F:33])([F:32])[F:31]. (8) Given the product [ClH:10].[C:2]([C:3]1[CH:4]=[C:5]([NH2:6])[N:19]([C:16]2[CH:17]=[CH:18][C:13]([CH2:11][CH3:12])=[CH:14][CH:15]=2)[N:20]=1)([CH3:9])([CH3:8])[CH3:1], predict the reactants needed to synthesize it. The reactants are: [CH3:1][C:2]([CH3:9])([CH3:8])[C:3](=O)[CH2:4][C:5]#[N:6].[ClH:10].[CH2:11]([C:13]1[CH:18]=[CH:17][C:16]([NH:19][NH2:20])=[CH:15][CH:14]=1)[CH3:12]. (9) Given the product [Cl:15][C:13]1[N:12]=[C:11]2[NH:16][N:17]=[C:18]([S:19][CH3:20])[C:10]2=[C:9]([NH:21][C:22]2[CH:23]=[CH:24][C:25]([NH:28][C:29](=[O:31])[CH3:30])=[CH:26][CH:27]=2)[N:14]=1, predict the reactants needed to synthesize it. The reactants are: C(N(CC)CC)C.Cl[C:9]1[N:14]=[C:13]([Cl:15])[N:12]=[C:11]2[NH:16][N:17]=[C:18]([S:19][CH3:20])[C:10]=12.[NH2:21][C:22]1[CH:27]=[CH:26][C:25]([NH:28][C:29](=[O:31])[CH3:30])=[CH:24][CH:23]=1.